Dataset: Full USPTO retrosynthesis dataset with 1.9M reactions from patents (1976-2016). Task: Predict the reactants needed to synthesize the given product. Given the product [CH2:1]([C@H:8]1[CH2:12][O:11][C:10](=[O:13])[N:9]1[C:14](=[O:51])[C@@H:15]([O:49][CH3:50])[CH2:16][C:18]1[CH:23]=[CH:22][C:21]([O:24][CH2:25][CH2:26][C:27]2[N:28]=[C:29]([C:33]3[CH:34]=[CH:35][CH:36]=[CH:37][CH:38]=3)[O:30][C:31]=2[CH3:32])=[CH:20][C:19]=1[O:39][Si:40]([CH3:47])([CH3:48])[C:41]([CH3:45])([CH3:46])[CH:42]([CH3:43])[CH3:44])[C:2]1[CH:3]=[CH:4][CH:5]=[CH:6][CH:7]=1, predict the reactants needed to synthesize it. The reactants are: [CH2:1]([C@H:8]1[CH2:12][O:11][C:10](=[O:13])[N:9]1[C:14](=[O:51])[C@@H:15]([O:49][CH3:50])[C@@H:16]([C:18]1[CH:23]=[CH:22][C:21]([O:24][CH2:25][CH2:26][C:27]2[N:28]=[C:29]([C:33]3[CH:38]=[CH:37][CH:36]=[CH:35][CH:34]=3)[O:30][C:31]=2[CH3:32])=[CH:20][C:19]=1[O:39][Si:40]([CH3:48])([CH3:47])[C:41]([CH3:46])([CH3:45])[CH:42]([CH3:44])[CH3:43])O)[C:2]1[CH:7]=[CH:6][CH:5]=[CH:4][CH:3]=1.C([SiH](CC)CC)C.